This data is from Full USPTO retrosynthesis dataset with 1.9M reactions from patents (1976-2016). The task is: Predict the reactants needed to synthesize the given product. (1) Given the product [OH:2][CH2:1][CH:3]1[C:15]2[CH:14]=[CH:13][CH:12]=[C:11]([C:16]([OH:18])=[O:17])[C:10]=2[C:9]2[C:4]1=[CH:5][C:6]([CH2:19][CH2:20][CH2:21][C:22]([OH:24])=[O:23])=[CH:7][CH:8]=2, predict the reactants needed to synthesize it. The reactants are: [CH:1]([CH:3]1[C:15]2[CH:14]=[CH:13][CH:12]=[C:11]([C:16]([OH:18])=[O:17])[C:10]=2[C:9]2[C:4]1=[CH:5][C:6]([CH2:19][CH2:20][CH2:21][C:22]([OH:24])=[O:23])=[CH:7][CH:8]=2)=[O:2].[BH4-].[Na+].O. (2) The reactants are: [Br:1][C:2]1[C:15]2[N:14]3[CH:16]=[CH:17][N:18]=[C:13]3[C:12]3[CH:11]=[CH:10][CH:9]=[CH:8][C:7]=3[C:6]=2[CH:5]=[CH:4][CH:3]=1.C1C(=O)N([Br:26])C(=O)C1. Given the product [Br:26][C:16]1[N:14]2[C:15]3[C:2]([Br:1])=[CH:3][CH:4]=[CH:5][C:6]=3[C:7]3[CH:8]=[CH:9][CH:10]=[CH:11][C:12]=3[C:13]2=[N:18][CH:17]=1, predict the reactants needed to synthesize it.